The task is: Predict the reaction yield, written as a fraction of the theoretical maximum amount of product (1.0 means a 100% yield; for example, 0.34 means a 34% yield).. This data is from Reaction yield outcomes from USPTO patents with 853,638 reactions. (1) The reactants are [F:1][C:2]([F:17])([F:16])[C:3]1[CH:8]=[CH:7][C:6]([NH:9][C:10](=[O:15])[C:11]([CH3:14])([CH3:13])[CH3:12])=[CH:5][CH:4]=1.C([Li])CCC.CN(C)[CH:25]=[O:26].Cl. No catalyst specified. The product is [CH:25]([C:5]1[CH:4]=[C:3]([C:2]([F:16])([F:17])[F:1])[CH:8]=[CH:7][C:6]=1[NH:9][C:10](=[O:15])[C:11]([CH3:12])([CH3:13])[CH3:14])=[O:26]. The yield is 0.650. (2) The reactants are [CH3:1][NH:2][CH2:3][CH2:4][OH:5].CCN(CC)CC.C1(C)C=CC=CC=1.Cl[C:21]([O:23][CH2:24][C:25]1[CH:30]=[CH:29][CH:28]=[CH:27][CH:26]=1)=[O:22]. The catalyst is CN(C=O)C.O. The product is [CH3:1][N:2]([C:21]([O:23][CH2:24][C:25]1[CH:30]=[CH:29][CH:28]=[CH:27][CH:26]=1)=[O:22])[CH2:3][CH2:4][OH:5]. The yield is 0.540.